Task: Predict which catalyst facilitates the given reaction.. Dataset: Catalyst prediction with 721,799 reactions and 888 catalyst types from USPTO (1) Reactant: [OH:1][CH2:2][CH2:3][C:4]1[N:5]=[C:6]([NH:9][C:10](=[O:16])[O:11][C:12]([CH3:15])([CH3:14])[CH3:13])[S:7][CH:8]=1.[O:17]1[CH:22]=[CH:21][CH2:20][CH2:19][CH2:18]1.[NH+]1C=CC=CC=1.C1(C)C=CC(S(O)(=O)=O)=CC=1. Product: [O:17]1[CH2:22][CH2:21][CH2:20][CH2:19][CH:18]1[O:1][CH2:2][CH2:3][C:4]1[N:5]=[C:6]([NH:9][C:10](=[O:16])[O:11][C:12]([CH3:13])([CH3:15])[CH3:14])[S:7][CH:8]=1. The catalyst class is: 4. (2) Reactant: [OH:1][C:2]1[CH:7]=[C:6]([OH:8])[CH:5]=[CH:4][C:3]=1[C:9](=[O:21])[CH2:10][C:11]1[CH:16]=[CH:15][C:14]([OH:17])=[C:13]([O:18][CH2:19][CH3:20])[CH:12]=1.[C:22](O[C:22]([C:24]([F:27])([F:26])[F:25])=O)([C:24]([F:27])([F:26])[F:25])=O. Product: [CH2:19]([O:18][C:13]1[CH:12]=[C:11]([C:10]2[C:9](=[O:21])[C:3]3[C:2](=[CH:7][C:6]([OH:8])=[CH:5][CH:4]=3)[O:1][C:22]=2[C:24]([F:27])([F:26])[F:25])[CH:16]=[CH:15][C:14]=1[OH:17])[CH3:20]. The catalyst class is: 2. (3) Reactant: [C:1]1([C:36]2[CH:41]=[CH:40][CH:39]=[CH:38][CH:37]=2)[CH:6]=[CH:5][C:4]([C@@:7]23[CH2:26][N:19]([C@H:20]([C:22]([O:24]C)=[O:23])[CH2:21]2)[C:18](=[O:27])[C@@H:17]([NH:28][C:29]([O:31][C:32]([CH3:35])([CH3:34])[CH3:33])=[O:30])[CH2:16][CH2:15][CH2:14][CH2:13][CH2:12][CH:11]=[CH:10][CH2:9][S:8]3)=[CH:3][CH:2]=1.O.[OH-].[Li+]. Product: [C:1]1([C:36]2[CH:37]=[CH:38][CH:39]=[CH:40][CH:41]=2)[CH:6]=[CH:5][C:4]([C@@:7]23[CH2:26][N:19]([C@H:20]([C:22]([OH:24])=[O:23])[CH2:21]2)[C:18](=[O:27])[C@@H:17]([NH:28][C:29]([O:31][C:32]([CH3:33])([CH3:34])[CH3:35])=[O:30])[CH2:16][CH2:15][CH2:14][CH2:13][CH2:12][CH:11]=[CH:10][CH2:9][S:8]3)=[CH:3][CH:2]=1. The catalyst class is: 87. (4) Reactant: [CH3:1][S:2][C:3]1[N:4]=[C:5]([C:18]([F:21])([F:20])[F:19])[C:6]2[C:11]([C:12]3[CH:17]=[CH:16][CH:15]=[CH:14][CH:13]=3)=[CH:10][O:9][C:7]=2[N:8]=1.[Br:22]Br.C(=O)([O-])O.[Na+].S([O-])([O-])(=O)=S.[Na+].[Na+]. Product: [Br:22][C:10]1[O:9][C:7]2[N:8]=[C:3]([S:2][CH3:1])[N:4]=[C:5]([C:18]([F:21])([F:19])[F:20])[C:6]=2[C:11]=1[C:12]1[CH:17]=[CH:16][CH:15]=[CH:14][CH:13]=1. The catalyst class is: 3. (5) Reactant: [S:1]1[CH:5]=[CH:4][CH:3]=[C:2]1[CH2:6][CH2:7][NH2:8].C(N(CC)CC)C.[C:16](=S)=[S:17].ClC(OCC)=O.[OH-].[Na+]. Product: [N:8]([CH2:7][CH2:6][C:2]1[S:1][CH:5]=[CH:4][CH:3]=1)=[C:16]=[S:17]. The catalyst class is: 325. (6) Product: [CH:1]([C:3]1[CH:11]=[CH:10][CH:9]=[C:8]2[C:4]=1[CH2:5][CH2:6][C:7]2=[N:12][O:13][S:21]([C:18]1[CH:19]=[CH:20][C:15]([CH3:14])=[CH:16][CH:17]=1)(=[O:23])=[O:22])=[CH2:2]. The catalyst class is: 21. Reactant: [CH:1]([C:3]1[CH:11]=[CH:10][CH:9]=[C:8]2[C:4]=1[CH2:5][CH2:6][C:7]2=[N:12][OH:13])=[CH2:2].[CH3:14][C:15]1[CH:20]=[CH:19][C:18]([S:21](Cl)(=[O:23])=[O:22])=[CH:17][CH:16]=1.[OH-].[Na+]. (7) Reactant: [O:1]=[C:2]1[NH:8][C:7]2[C:9]3[C:14]([CH:15]=[CH:16][C:6]=2[N:5]([C:17]2[CH:22]=[CH:21][C:20]([N:23]4[C:27]([CH2:28][CH2:29][C:30]5[CH:31]=[C:32]([CH:35]=[CH:36][CH:37]=5)[C:33]#[N:34])=[N:26][N:25]=[N:24]4)=[CH:19][CH:18]=2)[C:4](=[O:38])[CH2:3]1)=[CH:13][CH:12]=[CH:11][CH:10]=3.[OH-:39].[Na+]. Product: [O:1]=[C:2]1[NH:8][C:7]2[C:9]3[C:14]([CH:15]=[CH:16][C:6]=2[N:5]([C:17]2[CH:22]=[CH:21][C:20]([N:23]4[C:27]([CH2:28][CH2:29][C:30]5[CH:31]=[C:32]([CH:35]=[CH:36][CH:37]=5)[C:33]([NH2:34])=[O:39])=[N:26][N:25]=[N:24]4)=[CH:19][CH:18]=2)[C:4](=[O:38])[CH2:3]1)=[CH:13][CH:12]=[CH:11][CH:10]=3. The catalyst class is: 22. (8) Reactant: [O:1]1[C:5]2[CH:6]=[CH:7][C:8]([OH:10])=[CH:9][C:4]=2[O:3][CH2:2]1.C([Mg]Cl)(C)C.[CH2:16]([N:21]1[C:25]2=[N:26][CH:27]=[CH:28][CH:29]=[C:24]2[C:23](=[O:30])[C:22]1=[O:31])[CH2:17][CH2:18][CH2:19][CH3:20]. Product: [OH:30][C:23]1([C:7]2[C:8]([OH:10])=[CH:9][C:4]3[O:3][CH2:2][O:1][C:5]=3[CH:6]=2)[C:24]2[C:25](=[N:26][CH:27]=[CH:28][CH:29]=2)[N:21]([CH2:16][CH2:17][CH2:18][CH2:19][CH3:20])[C:22]1=[O:31]. The catalyst class is: 266.